Task: Predict the product of the given reaction.. Dataset: Forward reaction prediction with 1.9M reactions from USPTO patents (1976-2016) (1) Given the reactants [CH2:1]([O:3][C:4](=[O:35])/[CH:5]=[CH:6]/[C:7]1[C:15]2[C:10](=[CH:11][N:12]=[C:13]([C:16]3[C:21]([CH2:22][CH3:23])=[CH:20][CH:19]=[CH:18][C:17]=3[CH2:24][CH3:25])[CH:14]=2)[N:9]([C:26]2[CH:31]=[CH:30][C:29]([CH:32]([CH3:34])[CH3:33])=[CH:28][CH:27]=2)[CH:8]=1)[CH3:2], predict the reaction product. The product is: [CH2:1]([O:3][C:4](=[O:35])[CH2:5][CH2:6][C:7]1[C:15]2[C:10](=[CH:11][N:12]=[C:13]([C:16]3[C:21]([CH2:22][CH3:23])=[CH:20][CH:19]=[CH:18][C:17]=3[CH2:24][CH3:25])[CH:14]=2)[N:9]([C:26]2[CH:27]=[CH:28][C:29]([CH:32]([CH3:34])[CH3:33])=[CH:30][CH:31]=2)[CH:8]=1)[CH3:2]. (2) Given the reactants [F:1][C:2]([F:35])([F:34])[C:3]1[N:8]=[CH:7][C:6]([C:9]2[O:13][N:12]=[C:11]([C:14]3[CH:22]=[CH:21][C:20]4[N:19]5[CH2:23][CH2:24][CH:25]([CH2:26][C:27]([O:29]C(C)(C)C)=[O:28])[C:18]5=[CH:17][C:16]=4[CH:15]=3)[N:10]=2)=[CH:5][CH:4]=1.C(O)(C(F)(F)F)=O.C1(SC)C=CC=CC=1, predict the reaction product. The product is: [F:34][C:2]([F:1])([F:35])[C:3]1[N:8]=[CH:7][C:6]([C:9]2[O:13][N:12]=[C:11]([C:14]3[CH:22]=[CH:21][C:20]4[N:19]5[CH2:23][CH2:24][CH:25]([CH2:26][C:27]([OH:29])=[O:28])[C:18]5=[CH:17][C:16]=4[CH:15]=3)[N:10]=2)=[CH:5][CH:4]=1. (3) Given the reactants [CH3:1][O:2][C:3]1[C:8]([C:9]#[N:10])=[C:7]([O:11]CC2C=CC(OC)=CC=2)[N:6]=[CH:5][C:4]=1[C:21]1[CH:25]=[CH:24][N:23]([CH3:26])[N:22]=1.[F:27][C:28]([F:33])([F:32])[C:29]([OH:31])=[O:30], predict the reaction product. The product is: [F:27][C:28]([F:33])([F:32])[C:29]([OH:31])=[O:30].[OH:11][C:7]1[N:6]=[CH:5][C:4]([C:21]2[CH:25]=[CH:24][N:23]([CH3:26])[N:22]=2)=[C:3]([O:2][CH3:1])[C:8]=1[C:9]#[N:10]. (4) Given the reactants [Cl:1][C:2]1[CH:3]=[CH:4][C:5]([N:8]2[CH:12]=[C:11]([CH2:13][OH:14])[C:10]([CH:15]([CH3:17])[CH3:16])=[N:9]2)=[N:6][CH:7]=1, predict the reaction product. The product is: [Cl:1][C:2]1[CH:3]=[CH:4][C:5]([N:8]2[CH:12]=[C:11]([CH:13]=[O:14])[C:10]([CH:15]([CH3:17])[CH3:16])=[N:9]2)=[N:6][CH:7]=1. (5) Given the reactants [OH-:1].[Na+].Br[C:4]([CH3:32])([CH3:31])[C:5]([C:7]1[CH:30]=[CH:29][C:10]([O:11][C:12]2[CH:17]=[CH:16][C:15]([C:18](=[O:28])[C:19]([CH3:27])([N:21]3[CH2:26][CH2:25][O:24][CH2:23][CH2:22]3)[CH3:20])=[CH:14][CH:13]=2)=[CH:9][CH:8]=1)=[O:6], predict the reaction product. The product is: [OH:1][C:4]([CH3:32])([CH3:31])[C:5]([C:7]1[CH:30]=[CH:29][C:10]([O:11][C:12]2[CH:17]=[CH:16][C:15]([C:18](=[O:28])[C:19]([CH3:27])([N:21]3[CH2:26][CH2:25][O:24][CH2:23][CH2:22]3)[CH3:20])=[CH:14][CH:13]=2)=[CH:9][CH:8]=1)=[O:6].